Task: Predict which catalyst facilitates the given reaction.. Dataset: Catalyst prediction with 721,799 reactions and 888 catalyst types from USPTO (1) Reactant: ClCCl.[NH2:4][C@H:5]1[C@H:9]([OH:10])[CH2:8][N:7]([C:11]([O:13][C:14]([CH3:17])([CH3:16])[CH3:15])=[O:12])[CH2:6]1.[C:18]([O:22][C:23](O[C:23]([O:22][C:18]([CH3:21])([CH3:20])[CH3:19])=[O:24])=[O:24])([CH3:21])([CH3:20])[CH3:19]. Product: [C:18]([O:22][C:23]([NH:4][CH:5]1[CH:9]([OH:10])[CH2:8][N:7]([C:11]([O:13][C:14]([CH3:17])([CH3:16])[CH3:15])=[O:12])[CH2:6]1)=[O:24])([CH3:21])([CH3:20])[CH3:19]. The catalyst class is: 66. (2) Reactant: C[C:2]([C:6]1[CH:7]=[C:8]([CH2:17]N2N=CN=C2)[CH:9]=[C:10]([C:12]([C:15]#[N:16])(C)C)[CH:11]=1)([C:4]#[N:5])C.BrCC1C=C(C)C=C(CBr)C=1.BrBr. Product: [CH3:17][C:8]1[CH:7]=[C:6]([CH2:2][C:4]#[N:5])[CH:11]=[C:10]([CH2:12][C:15]#[N:16])[CH:9]=1. The catalyst class is: 244. (3) Reactant: [NH2:1][C:2]1[NH:6][N:5]=[C:4]([CH3:7])[C:3]=1[C:8]1[S:9][C:10]2[CH:16]=[C:15]([S:17](Cl)(=[O:19])=[O:18])[CH:14]=[CH:13][C:11]=2[N:12]=1.[NH2:21][CH2:22][C:23]1[CH:28]=[CH:27][C:26]([NH2:29])=[CH:25][CH:24]=1.CN1CCOCC1. Product: [NH2:29][C:26]1[CH:27]=[CH:28][C:23]([CH2:22][NH:21][S:17]([C:15]2[CH:14]=[CH:13][C:11]3[N:12]=[C:8]([C:3]4[C:4]([CH3:7])=[N:5][NH:6][C:2]=4[NH2:1])[S:9][C:10]=3[CH:16]=2)(=[O:19])=[O:18])=[CH:24][CH:25]=1. The catalyst class is: 5. (4) Reactant: C=O.C(O)(=O)C.[Cl:7][C:8]1[CH:9]=[CH:10][C:11]2[CH2:12][NH:13][CH2:14][CH:15]([C:19]3[CH:24]=[C:23]([CH3:25])[CH:22]=[CH:21][N:20]=3)[O:16][C:17]=2[N:18]=1.[C:26]([BH3-])#[N:27].[Na+]. Product: [NH3:13].[Cl:7][C:8]1[CH:9]=[CH:10][C:11]2[CH2:12][N:27]([CH3:26])[CH2:14][CH:15]([C:19]3[CH:24]=[C:23]([CH3:25])[CH:22]=[CH:21][N:20]=3)[O:16][C:17]=2[N:18]=1. The catalyst class is: 5. (5) Reactant: [C:1]([CH2:4][N:5]([CH2:15][C:16]([OH:18])=[O:17])[CH2:6][CH2:7][NH:8][CH2:9][C:10]([O:12]CC)=[O:11])([OH:3])=[O:2]. Product: [C:1]([CH2:4][N:5]([CH2:15][C:16]([OH:18])=[O:17])[CH2:6][CH2:7][NH:8][CH2:9][C:10]([OH:12])=[O:11])([OH:3])=[O:2]. The catalyst class is: 611. (6) Reactant: [Cl:1][CH2:2][CH2:3][CH2:4][CH2:5][CH2:6][C@@H:7]1[CH2:24][C:23]2[CH:22]=[C:21]([OH:25])[CH:20]=[CH:19][C:18]=2[C@@H:17]2[C@@H:8]1[C@H:9]1[C@@:13]([CH2:15][C@@H:16]2[F:26])([CH3:14])[C:12](=[O:27])[CH2:11][CH2:10]1.[BH4-].[Na+].[Cl-].[Na+]. Product: [Cl:1][CH2:2][CH2:3][CH2:4][CH2:5][CH2:6][C@@H:7]1[CH2:24][C:23]2[CH:22]=[C:21]([OH:25])[CH:20]=[CH:19][C:18]=2[C@@H:17]2[C@@H:8]1[C@H:9]1[C@@:13]([CH2:15][C@@H:16]2[F:26])([CH3:14])[C@@H:12]([OH:27])[CH2:11][CH2:10]1. The catalyst class is: 5. (7) Reactant: [C:1]1([C:24]2[CH:29]=[CH:28][CH:27]=[CH:26][CH:25]=2)[CH:6]=[CH:5][C:4]([CH2:7][C@@H:8]([NH:16][C:17]([C:19]2[NH:20][N:21]=[N:22][CH:23]=2)=[O:18])[CH2:9][C@@H:10]([CH2:14][OH:15])[C:11]([OH:13])=[O:12])=[CH:3][CH:2]=1.Cl.[CH3:31][O:32][CH2:33][CH2:34][O:35][CH2:36][CH2:37]O. Product: [CH3:31][O:32][CH2:33][CH2:34][O:35][CH2:36][CH2:37][O:12][C:11](=[O:13])[C@H:10]([CH2:14][OH:15])[CH2:9][C@H:8]([NH:16][C:17]([C:19]1[NH:20][N:21]=[N:22][CH:23]=1)=[O:18])[CH2:7][C:4]1[CH:5]=[CH:6][C:1]([C:24]2[CH:25]=[CH:26][CH:27]=[CH:28][CH:29]=2)=[CH:2][CH:3]=1. The catalyst class is: 12.